From a dataset of Forward reaction prediction with 1.9M reactions from USPTO patents (1976-2016). Predict the product of the given reaction. (1) Given the reactants [C:1]([O:20]CC)(=[O:19])[CH2:2][CH2:3][CH2:4][CH2:5][CH2:6][CH2:7][CH2:8][CH2:9][CH2:10][CH2:11][CH2:12][CH2:13][CH2:14][CH2:15][CH2:16]CC.C(O)(=O)CCCCCCC/C=C\CCCCCCCC.CCOC([C@@H](N[C@@H]1C(=O)N2N(CCC[C@H]2C(O)=O)CCC1)CCC1C=CC=CC=1)=O.O, predict the reaction product. The product is: [C:1]([OH:20])(=[O:19])[CH2:2][CH2:3][CH2:4][CH2:5][CH2:6][CH2:7][CH2:8][CH2:9][CH2:10][CH2:11][CH2:12][CH2:13][CH2:14][CH2:15][CH3:16]. (2) Given the reactants [CH2:1]([CH:3]1[C:8](=[O:9])[N:7]([CH3:10])[C:6]2[CH:11]=[CH:12][CH:13]=[C:14]([C:15]3[C:16]4[CH:25]=[CH:24][N:23](S(C5C=CC(C)=CC=5)(=O)=O)[C:17]=4[C:18](=[O:22])[N:19]([CH3:21])[CH:20]=3)[C:5]=2[O:4]1)[CH3:2], predict the reaction product. The product is: [CH2:1]([CH:3]1[C:8](=[O:9])[N:7]([CH3:10])[C:6]2[CH:11]=[CH:12][CH:13]=[C:14]([C:15]3[C:16]4[CH:25]=[CH:24][NH:23][C:17]=4[C:18](=[O:22])[N:19]([CH3:21])[CH:20]=3)[C:5]=2[O:4]1)[CH3:2].